This data is from Forward reaction prediction with 1.9M reactions from USPTO patents (1976-2016). The task is: Predict the product of the given reaction. (1) Given the reactants [C:1]([C:3]1[C:4]([N:22]2[CH2:27][CH2:26][CH:25]([C:28]([OH:30])=O)[CH2:24][CH2:23]2)=[N:5][C:6]([CH2:15][N:16]2[CH2:20][CH2:19][CH2:18][C:17]2=[O:21])=[C:7]([C:9]([O:11][CH:12]([CH3:14])[CH3:13])=[O:10])[CH:8]=1)#[N:2].[F:31][C:32]([F:45])([F:44])[C:33]1[CH:38]=[CH:37][C:36]([CH2:39][S:40]([NH2:43])(=[O:42])=[O:41])=[CH:35][CH:34]=1, predict the reaction product. The product is: [C:1]([C:3]1[C:4]([N:22]2[CH2:27][CH2:26][CH:25]([C:28](=[O:30])[NH:43][S:40]([CH2:39][C:36]3[CH:35]=[CH:34][C:33]([C:32]([F:31])([F:45])[F:44])=[CH:38][CH:37]=3)(=[O:41])=[O:42])[CH2:24][CH2:23]2)=[N:5][C:6]([CH2:15][N:16]2[CH2:20][CH2:19][CH2:18][C:17]2=[O:21])=[C:7]([CH:8]=1)[C:9]([O:11][CH:12]([CH3:14])[CH3:13])=[O:10])#[N:2]. (2) Given the reactants Br[C:2]1[C:10]2[C:5](=[N:6][CH:7]=[C:8]([C:11]3[CH:16]=[CH:15][C:14]([N:17]([CH3:19])[CH3:18])=[CH:13][CH:12]=3)[CH:9]=2)[N:4]([CH2:20][O:21][CH2:22][CH2:23][Si:24]([CH3:27])([CH3:26])[CH3:25])[CH:3]=1.[NH:28]1[CH2:33][CH2:32][O:31][CH2:30][CH2:29]1.O.P([O-])([O-])([O-])=O.[K+].[K+].[K+], predict the reaction product. The product is: [CH3:18][N:17]([CH3:19])[C:14]1[CH:15]=[CH:16][C:11]([C:8]2[CH:9]=[C:10]3[C:2]([N:28]4[CH2:33][CH2:32][O:31][CH2:30][CH2:29]4)=[CH:3][N:4]([CH2:20][O:21][CH2:22][CH2:23][Si:24]([CH3:27])([CH3:26])[CH3:25])[C:5]3=[N:6][CH:7]=2)=[CH:12][CH:13]=1. (3) Given the reactants [CH2:1]([C:5]1[N:18]=[C:9]2[S:10][C:11]3[C:16](=O)[NH:15][CH:14]=[N:13][C:12]=3[C:8]2=[C:7]2[CH2:19][CH2:20][O:21][CH2:22][C:6]=12)[CH:2]([CH3:4])[CH3:3].P(Cl)(Cl)([Cl:25])=O, predict the reaction product. The product is: [Cl:25][C:16]1[N:15]=[CH:14][N:13]=[C:12]2[C:8]3[C:9](=[N:18][C:5]([CH2:1][CH:2]([CH3:4])[CH3:3])=[C:6]4[CH2:22][O:21][CH2:20][CH2:19][C:7]=34)[S:10][C:11]=12. (4) The product is: [N:12]1([C:10]2[C:9]3[C:4](=[CH:5][CH:6]=[CH:7][CH:8]=3)[C:3](=[O:18])[N:2]([NH:1][C:28](=[O:29])[CH2:27][C:24]3[CH:23]=[CH:22][C:21]([C:20]([F:31])([F:19])[F:32])=[CH:26][CH:25]=3)[N:11]=2)[CH2:17][CH2:16][O:15][CH2:14][CH2:13]1. Given the reactants [NH2:1][N:2]1[N:11]=[C:10]([N:12]2[CH2:17][CH2:16][O:15][CH2:14][CH2:13]2)[C:9]2[C:4](=[CH:5][CH:6]=[CH:7][CH:8]=2)[C:3]1=[O:18].[F:19][C:20]([F:32])([F:31])[C:21]1[CH:26]=[CH:25][C:24]([CH2:27][C:28](O)=[O:29])=[CH:23][CH:22]=1, predict the reaction product. (5) The product is: [C:1]([NH:7][C:8]1[NH:9][C:10](=[O:19])[C:11]2[CH:17]=[C:16]([C:26]3[CH:25]=[CH:24][C:23]([O:22][CH3:21])=[C:28]([O:29][CH3:30])[CH:27]=3)[CH:15]=[N:14][C:12]=2[N:13]=1)(=[O:6])[C:2]([CH3:5])([CH3:4])[CH3:3]. Given the reactants [C:1]([NH:7][C:8]1[NH:9][C:10](=[O:19])[C:11]2[CH:17]=[C:16](Br)[CH:15]=[N:14][C:12]=2[N:13]=1)(=[O:6])[C:2]([CH3:5])([CH3:4])[CH3:3].O.[CH3:21][O:22][C:23]1[CH:24]=[C:25](B(O)O)[CH:26]=[CH:27][C:28]=1[O:29][CH3:30].C([O-])([O-])=O.[K+].[K+], predict the reaction product. (6) Given the reactants BrC1[C:14]([C:15]([CH3:18])([CH3:17])[CH3:16])=[CH:13][C:12]2[C:11]3[C:6](=[CH:7][C:8](Br)=[C:9]([C:19]([CH3:22])([CH3:21])[CH3:20])[CH:10]=3)[CH2:5][C:4]=2[CH:3]=1.C(Cl)Cl.[C:27](OC)(C)(C)C.C[Mg]Br.CCO[CH2:39][CH3:40], predict the reaction product. The product is: [CH3:27][C:8]1[C:9]([C:19]([CH3:21])([CH3:20])[CH3:22])=[CH:10][C:11]2[C:12]3[C:4](=[CH:3][C:39]([CH3:40])=[C:14]([C:15]([CH3:16])([CH3:18])[CH3:17])[CH:13]=3)[CH2:5][C:6]=2[CH:7]=1. (7) Given the reactants F[C:2](F)(F)[C:3](O)=[O:4].[CH2:8]([O:10][C:11]([N:13]1[CH2:18][CH2:17][N:16]([C:19](=[O:54])[C@@H:20]([NH:24][C:25]([C:27]2[CH:31]=[C:30]([O:32][CH2:33][C:34]([N:36]3[CH2:40][CH2:39][CH2:38][C@H:37]3[C:41](=[O:47])[NH:42][CH:43]3[CH2:46][CH2:45][CH2:44]3)=[O:35])[N:29]([C:48]3[CH:53]=[CH:52][CH:51]=[CH:50][CH:49]=3)[N:28]=2)=[O:26])[CH2:21][CH2:22][NH2:23])[CH2:15][CH2:14]1)=[O:12])[CH3:9].N1C=CC=CC=1.CC(OC(C)=O)=O, predict the reaction product. The product is: [CH2:8]([O:10][C:11]([N:13]1[CH2:18][CH2:17][N:16]([C:19](=[O:54])[C@@H:20]([NH:24][C:25]([C:27]2[CH:31]=[C:30]([O:32][CH2:33][C:34]([N:36]3[CH2:40][CH2:39][CH2:38][C@H:37]3[C:41](=[O:47])[NH:42][CH:43]3[CH2:46][CH2:45][CH2:44]3)=[O:35])[N:29]([C:48]3[CH:53]=[CH:52][CH:51]=[CH:50][CH:49]=3)[N:28]=2)=[O:26])[CH2:21][CH2:22][NH:23][C:3](=[O:4])[CH3:2])[CH2:15][CH2:14]1)=[O:12])[CH3:9]. (8) Given the reactants [CH:1]1([NH:4][C:5]([C:7]2[CH:8]=[C:9]([F:31])[C:10]([CH3:30])=[C:11]([C:13]3[C:14]([C:27]([OH:29])=O)=[CH:15][C:16]([C:19]([NH:21][CH2:22][C:23]([CH3:26])([CH3:25])[CH3:24])=[O:20])=[CH:17][CH:18]=3)[CH:12]=2)=[O:6])[CH2:3][CH2:2]1.CN(C(ON1N=NC2C=CC=CC1=2)=[N+](C)C)C.F[P-](F)(F)(F)(F)F.CCN(CC)CC.[CH2:63]([O:65][CH2:66][CH2:67][CH2:68][NH2:69])[CH3:64], predict the reaction product. The product is: [CH:1]1([NH:4][C:5]([C:7]2[CH:12]=[C:11]([C:13]3[C:14]([C:27]([NH:69][CH2:68][CH2:67][CH2:66][O:65][CH2:63][CH3:64])=[O:29])=[CH:15][C:16]([C:19]([NH:21][CH2:22][C:23]([CH3:26])([CH3:25])[CH3:24])=[O:20])=[CH:17][CH:18]=3)[C:10]([CH3:30])=[C:9]([F:31])[CH:8]=2)=[O:6])[CH2:2][CH2:3]1. (9) Given the reactants C(N(CC)CC)C.[Cl:8][C:9]1[CH:10]=[C:11]2[C:15](=[CH:16][CH:17]=1)[NH:14][CH:13]=[C:12]2[CH2:18][NH2:19].[Cl:20][CH2:21][C:22]1[CH:30]=[CH:29][C:25]([C:26](Cl)=[O:27])=[CH:24][CH:23]=1, predict the reaction product. The product is: [Cl:8][C:9]1[CH:10]=[C:11]2[C:15](=[CH:16][CH:17]=1)[NH:14][CH:13]=[C:12]2[CH2:18][NH:19][C:26](=[O:27])[C:25]1[CH:29]=[CH:30][C:22]([CH2:21][Cl:20])=[CH:23][CH:24]=1. (10) Given the reactants [CH:1]1([C:4]2[C:5](=[O:11])[CH2:6][CH2:7][C:8]=2[O:9]C)[CH2:3][CH2:2]1.Cl, predict the reaction product. The product is: [CH:1]1([C:4]2[C:8](=[O:9])[CH2:7][CH2:6][C:5]=2[OH:11])[CH2:3][CH2:2]1.